Dataset: NCI-60 drug combinations with 297,098 pairs across 59 cell lines. Task: Regression. Given two drug SMILES strings and cell line genomic features, predict the synergy score measuring deviation from expected non-interaction effect. Drug 1: CC12CCC3C(C1CCC2=O)CC(=C)C4=CC(=O)C=CC34C. Drug 2: CC(CN1CC(=O)NC(=O)C1)N2CC(=O)NC(=O)C2. Cell line: HCC-2998. Synergy scores: CSS=43.5, Synergy_ZIP=0.418, Synergy_Bliss=2.00, Synergy_Loewe=-13.1, Synergy_HSA=2.17.